The task is: Predict the reactants needed to synthesize the given product.. This data is from Full USPTO retrosynthesis dataset with 1.9M reactions from patents (1976-2016). (1) The reactants are: C([O:3][C:4]([C:6]1[N:7]([CH:23]2[CH2:25][CH2:24]2)[C:8]([C:12]2[CH:17]=[CH:16][C:15]([O:18][C:19]([F:22])([F:21])[F:20])=[CH:14][CH:13]=2)=[N:9][C:10]=1[CH3:11])=[O:5])C.[OH-].[Na+]. Given the product [CH:23]1([N:7]2[C:6]([C:4]([OH:5])=[O:3])=[C:10]([CH3:11])[N:9]=[C:8]2[C:12]2[CH:17]=[CH:16][C:15]([O:18][C:19]([F:22])([F:21])[F:20])=[CH:14][CH:13]=2)[CH2:25][CH2:24]1, predict the reactants needed to synthesize it. (2) Given the product [F:8][C:4]1[CH:5]=[CH:6][CH:7]=[C:2]2[C:3]=1[NH:9][C:10](=[O:11])[N:12]([C:13]1[CH:18]=[C:17]([C:19]([F:22])([F:21])[F:20])[CH:16]=[CH:15][C:14]=1[O:23][CH3:24])[CH:56]2[CH2:55][C:54]([O:58][CH3:59])=[O:57], predict the reactants needed to synthesize it. The reactants are: Br[C:2]1[CH:7]=[CH:6][CH:5]=[C:4]([F:8])[C:3]=1[NH:9][C:10]([NH:12][C:13]1[CH:18]=[C:17]([C:19]([F:22])([F:21])[F:20])[CH:16]=[CH:15][C:14]=1[O:23][CH3:24])=[O:11].C(N(CC)CC)C.C1(C)C=CC=CC=1P(C1C=CC=CC=1C)C1C=CC=CC=1C.[C:54]([O:58][CH3:59])(=[O:57])[CH:55]=[CH2:56]. (3) Given the product [F:13][C:2]([F:1])([C:6]1[CH:11]=[CH:10][C:9]([F:12])=[CH:8][CH:7]=1)[C:3]([NH:20][N:21]1[CH:25]=[CH:24][CH:23]=[C:22]1[C:26]([NH2:28])=[O:27])=[O:5], predict the reactants needed to synthesize it. The reactants are: [F:1][C:2]([F:13])([C:6]1[CH:11]=[CH:10][C:9]([F:12])=[CH:8][CH:7]=1)[C:3]([OH:5])=O.C(Cl)(=O)C(Cl)=O.[NH2:20][N:21]1[CH:25]=[CH:24][CH:23]=[C:22]1[C:26]([NH2:28])=[O:27].CCOC(C)=O.